Dataset: Catalyst prediction with 721,799 reactions and 888 catalyst types from USPTO. Task: Predict which catalyst facilitates the given reaction. (1) Reactant: C([O:8][N:9]1[C:15](=[O:16])[N:14]2[CH2:17][C@H:10]1[CH2:11][CH2:12][C@H:13]2[C:18]([NH:20][O:21][CH:22]1[CH2:28][CH:27]2[N:29]([C:30]([O:32][C:33]([CH3:36])([CH3:35])[CH3:34])=[O:31])[CH:24]([CH2:25][CH2:26]2)[CH2:23]1)=[O:19])C1C=CC=CC=1.[H][H]. Product: [OH:8][N:9]1[C:15](=[O:16])[N:14]2[CH2:17][C@H:10]1[CH2:11][CH2:12][C@H:13]2[C:18]([NH:20][O:21][CH:22]1[CH2:28][CH:27]2[N:29]([C:30]([O:32][C:33]([CH3:36])([CH3:35])[CH3:34])=[O:31])[CH:24]([CH2:25][CH2:26]2)[CH2:23]1)=[O:19]. The catalyst class is: 19. (2) Reactant: [CH3:1][N:2]1[C:11]2[C:6](=[CH:7][C:8]([C:12]#[C:13][CH2:14][C:15]3[CH:20]=[CH:19][CH:18]=[CH:17][CH:16]=3)=[CH:9][CH:10]=2)[C:5](=[O:21])[N:4]([CH2:22][C:23]2[CH:31]=[CH:30][C:26]([C:27](Cl)=[O:28])=[CH:25][CH:24]=2)[C:3]1=[O:32].[CH3:33][NH:34][CH3:35]. Product: [CH3:33][N:34]([CH3:35])[C:27](=[O:28])[C:26]1[CH:30]=[CH:31][C:23]([CH2:22][N:4]2[C:5](=[O:21])[C:6]3[C:11](=[CH:10][CH:9]=[C:8]([C:12]#[C:13][CH2:14][C:15]4[CH:16]=[CH:17][CH:18]=[CH:19][CH:20]=4)[CH:7]=3)[N:2]([CH3:1])[C:3]2=[O:32])=[CH:24][CH:25]=1. The catalyst class is: 363. (3) Reactant: [C:1]([O:5][C:6]([NH:8][CH:9]([CH2:15][CH2:16][CH2:17][CH2:18][B:19]1[O:23][C:22]([CH3:25])([CH3:24])[C:21]([CH3:27])([CH3:26])[O:20]1)[C:10]([O:12][CH2:13][CH3:14])=[O:11])=[O:7])([CH3:4])([CH3:3])[CH3:2].CI.[CH3:30][Si]([N-][Si](C)(C)C)(C)C.[Na+]. Product: [C:1]([O:5][C:6]([N:8]([CH3:30])[CH:9]([CH2:15][CH2:16][CH2:17][CH2:18][B:19]1[O:20][C:21]([CH3:26])([CH3:27])[C:22]([CH3:25])([CH3:24])[O:23]1)[C:10]([O:12][CH2:13][CH3:14])=[O:11])=[O:7])([CH3:2])([CH3:3])[CH3:4]. The catalyst class is: 1. (4) Reactant: [CH3:1][C:2]([SH:7])([CH3:6])[CH2:3][CH2:4][OH:5].N1C=CC=CC=1.[C:14](Cl)(=[O:16])[CH3:15]. Product: [C:14]([O:5][CH2:4][CH2:3][C:2]([CH3:6])([SH:7])[CH3:1])(=[O:16])[CH3:15]. The catalyst class is: 2.